From a dataset of Reaction yield outcomes from USPTO patents with 853,638 reactions. Predict the reaction yield, written as a fraction of the theoretical maximum amount of product (1.0 means a 100% yield; for example, 0.34 means a 34% yield). (1) The reactants are [F:1][C:2]1[CH:7]=[CH:6][CH:5]=[C:4]([F:8])[C:3]=1[C:9]1[NH:10][C:11]2[C:16]([CH:17]=1)=[CH:15][C:14]([N+:18]([O-])=O)=[CH:13][CH:12]=2. The product is [F:1][C:2]1[CH:7]=[CH:6][CH:5]=[C:4]([F:8])[C:3]=1[C:9]1[NH:10][C:11]2[C:16]([CH:17]=1)=[CH:15][C:14]([NH2:18])=[CH:13][CH:12]=2. The catalyst is CCOC(C)=O.[Pd]. The yield is 1.00. (2) The reactants are [I:1][C:2]1[C:10]2[C:5](=[CH:6][CH:7]=[CH:8][C:9]=2[N+:11]([O-:13])=[O:12])[NH:4][N:3]=1.C(=O)([O-])[O-].[K+].[K+].Cl.Cl[CH2:22][C:23]1[CH:24]=[CH:25][C:26]([CH3:29])=[N:27][CH:28]=1. The catalyst is CN(C=O)C. The product is [I:1][C:2]1[C:10]2[C:5](=[CH:6][CH:7]=[CH:8][C:9]=2[N+:11]([O-:13])=[O:12])[N:4]([CH2:22][C:23]2[CH:28]=[N:27][C:26]([CH3:29])=[CH:25][CH:24]=2)[N:3]=1. The yield is 0.920. (3) The reactants are [C:1]([O:5][C:6]([NH:8][CH2:9][C:10]1[CH:18]=[CH:17][C:13]([C:14]([OH:16])=O)=[C:12]([F:19])[CH:11]=1)=[O:7])([CH3:4])([CH3:3])[CH3:2].[CH3:20][N:21]1[C:30]2[NH:29][C:28]3[CH:31]=[CH:32][CH:33]=[CH:34][C:27]=3[NH:26][CH2:25][C:24]=2[CH:23]=[N:22]1.C1CN([P+](Br)(N2CCCC2)N2CCCC2)CC1.F[P-](F)(F)(F)(F)F.CCN(C(C)C)C(C)C. The catalyst is ClCCl. The product is [C:1]([O:5][C:6](=[O:7])[NH:8][CH2:9][C:10]1[CH:18]=[CH:17][C:13]([C:14]([N:26]2[CH2:25][C:24]3[CH:23]=[N:22][N:21]([CH3:20])[C:30]=3[NH:29][C:28]3[CH:31]=[CH:32][CH:33]=[CH:34][C:27]2=3)=[O:16])=[C:12]([F:19])[CH:11]=1)([CH3:2])([CH3:3])[CH3:4]. The yield is 0.560. (4) The reactants are O.NN.[Cl:4][C:5]1[C:10]([C:11]2[CH:16]=[CH:15][CH:14]=[CH:13][CH:12]=2)=[CH:9][C:8]([CH2:17][N:18]2C(=O)C3C(=CC=CC=3)C2=O)=[CH:7][CH:6]=1. The catalyst is CO. The product is [Cl:4][C:5]1[C:10]([C:11]2[CH:16]=[CH:15][CH:14]=[CH:13][CH:12]=2)=[CH:9][C:8]([CH2:17][NH2:18])=[CH:7][CH:6]=1. The yield is 0.800. (5) The reactants are [C:1]([CH2:3]P(=O)(OCC)OCC)#[N:2].[H-].[Na+].[CH3:14][C:15]1[S:16][C:17]2[C:26]3[C:25](=O)[CH2:24][CH2:23][C:22]=3[CH:21]=[CH:20][C:18]=2[N:19]=1.C(=O)([O-])O.[Na+]. The catalyst is O1CCCC1. The product is [CH3:14][C:15]1[S:16][C:17]2[C:26]3[C:25](=[CH:3][C:1]#[N:2])[CH2:24][CH2:23][C:22]=3[CH:21]=[CH:20][C:18]=2[N:19]=1. The yield is 0.540.